From a dataset of Catalyst prediction with 721,799 reactions and 888 catalyst types from USPTO. Predict which catalyst facilitates the given reaction. (1) Reactant: Cl.[NH2:2][C:3]([C:6]1[N:11]=[C:10]([C:12]#[N:13])[CH:9]=[CH:8][CH:7]=1)([CH3:5])[CH3:4].C(=O)(O)[O-].[Na+]. Product: [NH2:2][C:3]([C:6]1[N:11]=[C:10]([C:12]#[N:13])[CH:9]=[CH:8][CH:7]=1)([CH3:4])[CH3:5]. The catalyst class is: 4. (2) Reactant: [C:1]([O:5][C@@H:6]([C:10]1[C:38]([CH3:39])=[N:37][C:36]2=[CH:40][C:33]3=[N:34][N:35]2[C:11]=1[N:12]1[CH2:43][CH2:42][C:15]([CH3:44])([O:16][CH2:17][CH:18]=[CH:19][CH2:20][O:21][C:22]2[CH:23]=[CH:24][CH:25]=[CH:26][C:27]=2[C:28]2[CH:41]=[C:32]3[CH:31]=[CH:30][CH:29]=2)[CH2:14][CH2:13]1)[C:7]([OH:9])=[O:8])([CH3:4])([CH3:3])[CH3:2]. Product: [C:1]([O:5][C@@H:6]([C:10]1[C:38]([CH3:39])=[N:37][C:36]2=[CH:40][C:33]3=[N:34][N:35]2[C:11]=1[N:12]1[CH2:13][CH2:14][C:15]([CH3:44])([O:16][CH2:17][CH2:18][CH2:19][CH2:20][O:21][C:22]2[CH:23]=[CH:24][CH:25]=[CH:26][C:27]=2[C:28]2[CH:41]=[C:32]3[CH:31]=[CH:30][CH:29]=2)[CH2:42][CH2:43]1)[C:7]([OH:9])=[O:8])([CH3:4])([CH3:2])[CH3:3]. The catalyst class is: 19. (3) Reactant: [C:1]([C:3]1[O:7][C:6]([CH2:8][CH2:9][C:10]2[CH:15]=[CH:14][CH:13]=[CH:12][CH:11]=2)=[N:5][C:4]=1[CH3:16])#[N:2].[ClH:17].[H][H]. Product: [ClH:17].[ClH:17].[NH2:2][CH2:1][C:3]1[O:7][C:6]([CH2:8][CH2:9][C:10]2[CH:15]=[CH:14][CH:13]=[CH:12][CH:11]=2)=[N:5][C:4]=1[CH3:16]. The catalyst class is: 129. (4) Reactant: [Cl:1][C:2]1[C:9]([CH3:10])=[C:8]([NH:11][C@@H:12]([C:16]2[O:17][C:18]([C:21]3[CH:26]=[CH:25][C:24]([OH:27])=[C:23]([Cl:28])[CH:22]=3)=[N:19][N:20]=2)[C@@H:13]([OH:15])[CH3:14])[CH:7]=[CH:6][C:3]=1[C:4]#[N:5].[CH3:29][CH2:30][CH2:31][C:32](Cl)=[O:33]. Product: [C:32]([O:27][C:24]1[CH:25]=[CH:26][C:21]([C:18]2[O:17][C:16]([C@H:12]([NH:11][C:8]3[CH:7]=[CH:6][C:3]([C:4]#[N:5])=[C:2]([Cl:1])[C:9]=3[CH3:10])[C@@H:13]([O:15][C:16](=[O:17])[CH2:12][CH2:13][CH3:14])[CH3:14])=[N:20][N:19]=2)=[CH:22][C:23]=1[Cl:28])(=[O:33])[CH2:31][CH2:30][CH3:29]. The catalyst class is: 298. (5) Reactant: Cl[C:2]1[N:33]=[C:32]([CH3:34])[CH:31]=[CH:30][C:3]=1[C:4]([NH:6][C:7]1[CH:12]=[CH:11][C:10]([NH:13][C:14](=[O:29])[CH2:15][C:16]2[CH:21]=[CH:20][CH:19]=[C:18]([N:22]3[C:26]([CH3:27])=[CH:25][CH:24]=[C:23]3[CH3:28])[N:17]=2)=[CH:9][CH:8]=1)=[O:5].[CH3:35][CH:36]1[CH2:41][CH2:40][NH:39][CH2:38][CH2:37]1. Product: [CH3:28][C:23]1[N:22]([C:18]2[N:17]=[C:16]([CH2:15][C:14]([NH:13][C:10]3[CH:11]=[CH:12][C:7]([NH:6][C:4](=[O:5])[C:3]4[CH:30]=[CH:31][C:32]([CH3:34])=[N:33][C:2]=4[N:39]4[CH2:40][CH2:41][CH:36]([CH3:35])[CH2:37][CH2:38]4)=[CH:8][CH:9]=3)=[O:29])[CH:21]=[CH:20][CH:19]=2)[C:26]([CH3:27])=[CH:25][CH:24]=1. The catalyst class is: 10. (6) Reactant: C[O:2][C:3]1(OC)[CH2:16][CH2:15][C@:14]2([OH:17])[C@:5]34[CH2:20][CH2:19][N:18]([CH2:21][CH:22]([CH3:24])[CH3:23])[C@@H:13]2[CH2:12][C:11]2[CH:10]=[CH:9][C:8]([O:25][CH2:26][C:27]5[CH:32]=[CH:31][CH:30]=[CH:29][CH:28]=5)=[C:7]([O:33][C@@H:4]13)[C:6]4=2.[O:36](C)[S:37]([C:40]([F:43])([F:42])[F:41])(=[O:39])=[O:38]. Product: [O-:39][S:37]([C:40]([F:43])([F:42])[F:41])(=[O:38])=[O:36].[CH2:21]([N+:18]1([CH3:40])[CH2:19][CH2:20][C@:5]23[C:6]4[C:7]5[O:33][C@H:4]2[C:3](=[O:2])[CH2:16][CH2:15][C@@:14]3([OH:17])[C@H:13]1[CH2:12][C:11]=4[CH:10]=[CH:9][C:8]=5[O:25][CH2:26][C:27]1[CH:32]=[CH:31][CH:30]=[CH:29][CH:28]=1)[CH:22]([CH3:23])[CH3:24]. The catalyst class is: 26.